From a dataset of Forward reaction prediction with 1.9M reactions from USPTO patents (1976-2016). Predict the product of the given reaction. Given the reactants [F:1][C:2]([F:18])([C:8]1[CH:9]=[C:10]2[C:15](=[CH:16][CH:17]=1)[N:14]=[CH:13][CH:12]=[CH:11]2)[C:3]([O:5]CC)=[O:4].CO.[OH-].[Na+:22], predict the reaction product. The product is: [F:1][C:2]([C:8]1[CH:9]=[C:10]2[C:15](=[CH:16][CH:17]=1)[N:14]=[CH:13][CH:12]=[CH:11]2)([F:18])[C:3]([O-:5])=[O:4].[Na+:22].